From a dataset of Peptide-MHC class I binding affinity with 185,985 pairs from IEDB/IMGT. Regression. Given a peptide amino acid sequence and an MHC pseudo amino acid sequence, predict their binding affinity value. This is MHC class I binding data. (1) The binding affinity (normalized) is 0.297. The peptide sequence is DTYIHFCKI. The MHC is H-2-Kb with pseudo-sequence H-2-Kb. (2) The peptide sequence is YMATQISSAM. The MHC is HLA-A02:01 with pseudo-sequence HLA-A02:01. The binding affinity (normalized) is 0.428.